From a dataset of Catalyst prediction with 721,799 reactions and 888 catalyst types from USPTO. Predict which catalyst facilitates the given reaction. (1) Reactant: Cl.[Cl:2][C:3]1[CH:8]=[CH:7][CH:6]=[CH:5][C:4]=1[CH2:9][CH2:10][CH2:11][CH:12]([C:14]1[N:15]=[CH:16][NH:17][CH:18]=1)O.CS(O)(=O)=O.[OH-].[Na+]. Product: [Cl:2][C:3]1[CH:8]=[CH:7][CH:6]=[C:5]2[C:4]=1[CH2:9][CH2:10][CH2:11][CH:12]2[C:14]1[N:15]=[CH:16][NH:17][CH:18]=1. The catalyst class is: 6. (2) Reactant: [NH2:1][C:2]1[C:3]2[C:10](I)=[CH:9][N:8]([C@@H:12]3[O:18][C@H:17]([CH2:19][OH:20])[C@@H:15]([OH:16])[C@@:13]3([CH3:21])[OH:14])[C:4]=2[N:5]=[CH:6][N:7]=1.[CH3:22][O:23]/[CH:24]=[C:25](\C)/[C:26]([O-:28])=[O:27].[CH2:30](N(CC)CC)C.C(Cl)Cl.CO. Product: [NH2:1][C:2]1[C:3]2[C:10]([C:24]([O:23][CH3:22])=[CH:25][C:26]([O:28][CH3:30])=[O:27])=[CH:9][N:8]([C@@H:12]3[O:18][C@H:17]([CH2:19][OH:20])[C@@H:15]([OH:16])[C@@:13]3([CH3:21])[OH:14])[C:4]=2[N:5]=[CH:6][N:7]=1. The catalyst class is: 555. (3) Product: [CH:11]1([C:4]2[S:3][C:2]3[NH:1][C:15](=[O:17])[N:41]([CH2:40][CH2:39][N:33]4[CH2:38][CH2:37][O:36][CH2:35][CH2:34]4)[C:7](=[O:9])[C:6]=3[CH:5]=2)[CH2:13][CH2:12]1. Reactant: [NH2:1][C:2]1[S:3][C:4]([CH:11]2[CH2:13][CH2:12]2)=[CH:5][C:6]=1[C:7]([O:9]C)=O.Cl[C:15](Cl)([O:17]C(=O)OC(Cl)(Cl)Cl)Cl.C(N(CC)CC)C.[N:33]1([CH2:39][CH2:40][NH2:41])[CH2:38][CH2:37][O:36][CH2:35][CH2:34]1. The catalyst class is: 2. (4) Reactant: [C:1]([C:5]1[CH:9]=[C:8]([CH2:10][O:11][C:12]2[CH:17]=[CH:16][CH:15]=[CH:14][CH:13]=2)[N:7]([CH2:18][C:19]2[CH:24]=[CH:23][C:22]([CH2:25][O:26]COC)=[CH:21][CH:20]=2)[N:6]=1)([CH3:4])([CH3:3])[CH3:2].Cl.CO. Product: [C:1]([C:5]1[CH:9]=[C:8]([CH2:10][O:11][C:12]2[CH:17]=[CH:16][CH:15]=[CH:14][CH:13]=2)[N:7]([CH2:18][C:19]2[CH:24]=[CH:23][C:22]([CH2:25][OH:26])=[CH:21][CH:20]=2)[N:6]=1)([CH3:4])([CH3:2])[CH3:3]. The catalyst class is: 6. (5) Reactant: [CH2:1]([O:3][C:4]([C:6]1[CH:7]=[C:8]([C:15]([OH:17])=O)[N:9]2[CH2:14][CH2:13][O:12][CH2:11][C:10]=12)=[O:5])[CH3:2].ON1[C:23]2[CH:24]=[CH:25][CH:26]=C[C:22]=2[N:21]=N1.Cl.C(N=C=NCCCN(C)C)C.C[C@H]1CCCN1. Product: [CH2:1]([O:3][C:4]([C:6]1[CH:7]=[C:8]([C:15]([N:21]2[CH2:22][CH2:23][CH2:24][C@@H:25]2[CH3:26])=[O:17])[N:9]2[CH2:14][CH2:13][O:12][CH2:11][C:10]=12)=[O:5])[CH3:2]. The catalyst class is: 9.